Dataset: Full USPTO retrosynthesis dataset with 1.9M reactions from patents (1976-2016). Task: Predict the reactants needed to synthesize the given product. (1) Given the product [CH3:13][O:12][C:8]1[CH:7]=[C:6]2[C:11]([C:2]([OH:1])=[CH:3][CH:4]=[N:5]2)=[CH:10][CH:9]=1, predict the reactants needed to synthesize it. The reactants are: [OH:1][C:2]1[C:11]2[C:6](=[CH:7][C:8]([O:12][CH3:13])=[CH:9][CH:10]=2)[N:5]=[CH:4][C:3]=1C(O)=O. (2) Given the product [ClH:1].[F:20][C:21]1[CH:22]=[C:23]([NH:24][C:2]2[C:7]3[N:8]=[CH:9][N:10]([CH3:11])[C:6]=3[C:5]([C:12]([N:14]3[CH2:19][CH2:18][O:17][CH2:16][CH2:15]3)=[O:13])=[CH:4][N:3]=2)[CH:25]=[CH:26][C:27]=1[F:28], predict the reactants needed to synthesize it. The reactants are: [Cl:1][C:2]1[C:7]2[N:8]=[CH:9][N:10]([CH3:11])[C:6]=2[C:5]([C:12]([N:14]2[CH2:19][CH2:18][O:17][CH2:16][CH2:15]2)=[O:13])=[CH:4][N:3]=1.[F:20][C:21]1[CH:22]=[C:23]([CH:25]=[CH:26][C:27]=1[F:28])[NH2:24]. (3) The reactants are: F[C:2]1[CH:7]=[C:6]([F:8])[CH:5]=[CH:4][C:3]=1[N+:9]([O-:11])=[O:10].FC1C=CC([NH:19][C@H:20]([CH2:24][CH3:25])[C:21]([OH:23])=[O:22])=C([N+]([O-])=O)C=1. Given the product [F:8][C:6]1[CH:5]=[CH:4][C:3]([N+:9]([O-:11])=[O:10])=[C:2]([NH:19][C@H:20]([CH2:24][CH3:25])[C:21]([OH:23])=[O:22])[CH:7]=1, predict the reactants needed to synthesize it. (4) Given the product [Br:1][C:2]1[CH:3]=[C:4]([CH2:7][NH:15][CH3:14])[S:5][CH:6]=1, predict the reactants needed to synthesize it. The reactants are: [Br:1][C:2]1[CH:3]=[C:4]([CH:7]=O)[S:5][CH:6]=1.O1CCCC1.[CH3:14][NH2:15].CO. (5) Given the product [C:1]([C:4]1[C:22](=[O:23])[C@@:8]2([CH3:24])[C:9]3[C:15]([OH:16])=[CH:14][C:13]([O:17][CH3:18])=[C:12]([C:19]([NH:21][CH2:31][C:30]4[CH:33]=[CH:34][C:27]([Cl:26])=[CH:28][CH:29]=4)=[O:20])[C:10]=3[O:11][C:7]2=[CH:6][C:5]=1[OH:25])(=[O:3])[CH3:2], predict the reactants needed to synthesize it. The reactants are: [C:1]([C:4]1[C:22](=[O:23])[C@@:8]2([CH3:24])[C:9]3[C:15]([OH:16])=[CH:14][C:13]([O:17][CH3:18])=[C:12]([C:19]([NH2:21])=[O:20])[C:10]=3[O:11][C:7]2=[CH:6][C:5]=1[OH:25])(=[O:3])[CH3:2].[Cl:26][C:27]1[CH:34]=[CH:33][C:30]([CH:31]=O)=[CH:29][CH:28]=1.C([SiH](CC)CC)C.FC(F)(F)C(O)=O. (6) Given the product [C:1]([O-:6])(=[O:5])[C:2]([O-:4])=[O:3].[Na+:11].[Na+:11].[C:1]([OH:6])(=[O:5])[C:2]([OH:4])=[O:3], predict the reactants needed to synthesize it. The reactants are: [C:1]([OH:6])(=[O:5])[C:2]([OH:4])=[O:3].C(=O)(O)[O-].[Na+:11]. (7) Given the product [F:7][C:8]1[CH:17]=[C:12]([CH2:13][OH:14])[CH:11]=[N:10][C:9]=1[O:18][CH3:19], predict the reactants needed to synthesize it. The reactants are: [H-].[Al+3].[Li+].[H-].[H-].[H-].[F:7][C:8]1[C:9]([O:18][CH3:19])=[N:10][CH:11]=[C:12]([CH:17]=1)[C:13](OC)=[O:14].C(=O)([O-])O.[Na+]. (8) Given the product [Br:1][C:2]1[C:3]([F:29])=[CH:4][C:5]2[O:11][CH2:10][CH2:9][N:8]3[C:12]([CH:18]([C:20]4[CH:25]=[C:24]([F:26])[CH:23]=[C:22]([F:27])[CH:21]=4)[OH:19])=[C:13]([C:15]([NH2:31])=[O:16])[N:14]=[C:7]3[C:6]=2[CH:28]=1, predict the reactants needed to synthesize it. The reactants are: [Br:1][C:2]1[C:3]([F:29])=[CH:4][C:5]2[O:11][CH2:10][CH2:9][N:8]3[C:12]([CH:18]([C:20]4[CH:25]=[C:24]([F:26])[CH:23]=[C:22]([F:27])[CH:21]=4)[OH:19])=[C:13]([C:15](O)=[O:16])[N:14]=[C:7]3[C:6]=2[CH:28]=1.[Cl-].[NH4+:31]. (9) The reactants are: [NH:1]1[CH2:5][CH2:4][CH2:3][C:2]1=[O:6].Br[C:8]1[CH:13]=[CH:12][C:11]([C:14]([N:16]2[CH2:21][CH2:20][N:19]([C:22]3[C:27]([CH3:28])=[CH:26][C:25]([CH3:29])=[CH:24][N:23]=3)[CH2:18][CH2:17]2)=[O:15])=[C:10]([Cl:30])[CH:9]=1. Given the product [Cl:30][C:10]1[CH:9]=[C:8]([N:1]2[CH2:5][CH2:4][CH2:3][C:2]2=[O:6])[CH:13]=[CH:12][C:11]=1[C:14]([N:16]1[CH2:17][CH2:18][N:19]([C:22]2[C:27]([CH3:28])=[CH:26][C:25]([CH3:29])=[CH:24][N:23]=2)[CH2:20][CH2:21]1)=[O:15], predict the reactants needed to synthesize it. (10) Given the product [CH2:1]([O:3][C:4](=[O:18])[CH:5]([O:15][CH2:16][CH3:17])[CH2:6][C:7]1[CH:12]=[CH:11][C:10]([O:13][CH2:20][C:21]2[N:22]=[C:23]([C:27]3[CH:32]=[CH:31][C:30]([O:33][CH:34]([CH3:36])[CH3:35])=[CH:29][CH:28]=3)[O:24][C:25]=2[CH3:26])=[CH:9][C:8]=1[CH3:14])[CH3:2], predict the reactants needed to synthesize it. The reactants are: [CH2:1]([O:3][C:4](=[O:18])[CH:5]([O:15][CH2:16][CH3:17])[CH2:6][C:7]1[CH:12]=[CH:11][C:10]([OH:13])=[CH:9][C:8]=1[CH3:14])[CH3:2].Cl[CH2:20][C:21]1[N:22]=[C:23]([C:27]2[CH:32]=[CH:31][C:30]([O:33][CH:34]([CH3:36])[CH3:35])=[CH:29][CH:28]=2)[O:24][C:25]=1[CH3:26].C(=O)([O-])[O-].[K+].[K+].[I-].[K+].